Dataset: Catalyst prediction with 721,799 reactions and 888 catalyst types from USPTO. Task: Predict which catalyst facilitates the given reaction. (1) Reactant: [H-].[H-].[H-].[H-].[Li+].[Al+3].[Al+3].[Cl-].[Cl-].[Cl-].[C:11]1([CH2:17]/[CH:18]=[CH:19]/[C:20](OCC)=[O:21])[CH:16]=[CH:15][CH:14]=[CH:13][CH:12]=1. Product: [C:11]1([CH2:17]/[CH:18]=[CH:19]/[CH2:20][OH:21])[CH:16]=[CH:15][CH:14]=[CH:13][CH:12]=1. The catalyst class is: 28. (2) Reactant: [F:1][C:2]([F:32])([F:31])[C:3]1([CH2:7][N:8]2[CH2:13][CH2:12][CH:11]([CH2:14][O:15][C:16]3[CH:21]=[CH:20][C:19]([C:22]4[CH:27]=[CH:26][C:25]([C:28](O)=[O:29])=[CH:24][CH:23]=4)=[CH:18][CH:17]=3)[CH2:10][CH2:9]2)[CH2:6][CH2:5][CH2:4]1.Cl.[CH3:34][NH:35][CH3:36].C1CN([P+](ON2N=NC3C=CC=CC2=3)(N2CCCC2)N2CCCC2)CC1.F[P-](F)(F)(F)(F)F.CCN(C(C)C)C(C)C. Product: [CH3:34][N:35]([CH3:36])[C:28]([C:25]1[CH:26]=[CH:27][C:22]([C:19]2[CH:18]=[CH:17][C:16]([O:15][CH2:14][CH:11]3[CH2:10][CH2:9][N:8]([CH2:7][C:3]4([C:2]([F:31])([F:32])[F:1])[CH2:6][CH2:5][CH2:4]4)[CH2:13][CH2:12]3)=[CH:21][CH:20]=2)=[CH:23][CH:24]=1)=[O:29]. The catalyst class is: 18.